Dataset: Peptide-MHC class I binding affinity with 185,985 pairs from IEDB/IMGT. Task: Regression. Given a peptide amino acid sequence and an MHC pseudo amino acid sequence, predict their binding affinity value. This is MHC class I binding data. The peptide sequence is KNYPASLHK. The MHC is HLA-A02:01 with pseudo-sequence HLA-A02:01. The binding affinity (normalized) is 0.0847.